From a dataset of Full USPTO retrosynthesis dataset with 1.9M reactions from patents (1976-2016). Predict the reactants needed to synthesize the given product. (1) Given the product [C:28]([C:27]1[CH:13]([C:5]2[CH:6]=[CH:7][CH:8]=[C:9]3[C:4]=2[O:3][C:2]([CH3:1])=[CH:11][C:10]3=[O:12])[C:17]([C:18]([O:20][CH2:21][CH2:22][CH3:23])=[O:19])=[C:16]([CH3:24])[NH:25][C:26]=1[CH3:30])#[N:29], predict the reactants needed to synthesize it. The reactants are: [CH3:1][C:2]1[O:3][C:4]2[C:9]([C:10](=[O:12])[CH:11]=1)=[CH:8][CH:7]=[CH:6][C:5]=2[CH:13]=O.O=[C:16]([CH3:24])[CH2:17][C:18]([O:20][CH2:21][CH2:22][CH3:23])=[O:19].[NH2:25]/[C:26](/[CH3:30])=[CH:27]\[C:28]#[N:29].C(O)(=O)C. (2) Given the product [CH2:1]([N:8]1[CH2:9][C:10]([CH3:17])([CH3:18])[O:11][CH2:12][CH:13]1[CH:14]([OH:16])[CH3:15])[C:2]1[CH:3]=[CH:4][CH:5]=[CH:6][CH:7]=1, predict the reactants needed to synthesize it. The reactants are: [CH2:1]([N:8]1[CH:13]([CH:14]([OH:16])[CH3:15])[CH2:12][O:11][C:10]([CH3:18])([CH3:17])[C:9]1=O)[C:2]1[CH:7]=[CH:6][CH:5]=[CH:4][CH:3]=1.